Dataset: Catalyst prediction with 721,799 reactions and 888 catalyst types from USPTO. Task: Predict which catalyst facilitates the given reaction. Reactant: FC(F)(F)C(O)=O.[OH:8][C:9]1([CH2:15][N:16]2[C:21](=[O:22])[C:20]3[CH:23]=[N:24][N:25]([CH3:26])[C:19]=3[N:18]=[CH:17]2)[CH2:14][CH2:13][NH:12][CH2:11][CH2:10]1.[OH:27][CH2:28][C:29]1[CH:37]=[CH:36][C:32]([C:33](O)=[O:34])=[CH:31][CH:30]=1.CN(C(ON1N=NC2C=CC=NC1=2)=[N+](C)C)C.F[P-](F)(F)(F)(F)F.C(N(CC)CC)C. Product: [OH:8][C:9]1([CH2:15][N:16]2[C:21](=[O:22])[C:20]3[CH:23]=[N:24][N:25]([CH3:26])[C:19]=3[N:18]=[CH:17]2)[CH2:14][CH2:13][N:12]([C:28](=[O:27])[C:29]2[CH:37]=[CH:36][C:32]([CH2:33][OH:34])=[CH:31][CH:30]=2)[CH2:11][CH2:10]1. The catalyst class is: 39.